This data is from Reaction yield outcomes from USPTO patents with 853,638 reactions. The task is: Predict the reaction yield, written as a fraction of the theoretical maximum amount of product (1.0 means a 100% yield; for example, 0.34 means a 34% yield). (1) The reactants are [F:1][C:2]1[CH:3]=[C:4]([C:9]2[C:13]([C:14]3[N:15]=[CH:16][NH:17][CH:18]=3)=[C:12]([CH3:19])[O:11][N:10]=2)[CH:5]=[CH:6][C:7]=1[F:8].F[C:21]1[CH:26]=[CH:25][C:24]([N+:27]([O-:29])=[O:28])=[CH:23][CH:22]=1. No catalyst specified. The product is [F:1][C:2]1[CH:3]=[C:4]([C:9]2[C:13]([C:14]3[N:15]=[CH:16][N:17]([C:21]4[CH:26]=[CH:25][C:24]([N+:27]([O-:29])=[O:28])=[CH:23][CH:22]=4)[CH:18]=3)=[C:12]([CH3:19])[O:11][N:10]=2)[CH:5]=[CH:6][C:7]=1[F:8]. The yield is 0.760. (2) The reactants are CO[C:3]([CH:5]1[CH2:10][CH2:9][N:8]([C@H:11]2[CH2:17][CH2:16][CH2:15][N:14]([C:18]([O:20][C:21]([CH3:24])([CH3:23])[CH3:22])=[O:19])[CH2:13][CH2:12]2)[CH2:7][CH2:6]1)=[O:4].[CH2:25]([NH2:29])[CH:26]([CH3:28])[CH3:27].[CH3:30]N(C(ON1N=NC2C=CC=NC1=2)=[N+](C)C)C.F[P-](F)(F)(F)(F)F.CCN(C(C)C)C(C)C. The catalyst is CN(C=O)C. The product is [CH3:27][CH:26]([CH3:28])[CH2:25][N:29]([CH3:30])[C:3]([CH:5]1[CH2:6][CH2:7][N:8]([C@H:11]2[CH2:17][CH2:16][CH2:15][N:14]([C:18]([O:20][C:21]([CH3:23])([CH3:22])[CH3:24])=[O:19])[CH2:13][CH2:12]2)[CH2:9][CH2:10]1)=[O:4]. The yield is 0.350. (3) The reactants are CN(C=O)C.[Cl:6][C:7]1[CH:37]=[CH:36][C:10]([CH2:11][N:12]2[C:20]3[C:15](=[CH:16][C:17]([CH:21]=[C:22]4[S:26][C:25]([N:27]([CH3:34])[CH:28]5[CH2:33][CH2:32][NH:31][CH2:30][CH2:29]5)=[N:24][C:23]4=[O:35])=[CH:18][CH:19]=3)[CH:14]=[N:13]2)=[C:9]([C:38]([F:41])([F:40])[F:39])[CH:8]=1.Br[CH2:43][CH2:44][O:45][CH3:46].C([O-])([O-])=O.[K+].[K+]. The catalyst is O. The product is [Cl:6][C:7]1[CH:37]=[CH:36][C:10]([CH2:11][N:12]2[C:20]3[C:15](=[CH:16][C:17]([CH:21]=[C:22]4[S:26][C:25]([N:27]([CH:28]5[CH2:33][CH2:32][N:31]([CH2:43][CH2:44][O:45][CH3:46])[CH2:30][CH2:29]5)[CH3:34])=[N:24][C:23]4=[O:35])=[CH:18][CH:19]=3)[CH:14]=[N:13]2)=[C:9]([C:38]([F:41])([F:40])[F:39])[CH:8]=1. The yield is 0.500. (4) The product is [CH3:24][C:25](=[CH:26][C:27](=[O:23])[CH2:9][CH2:10][CH2:11][CH3:12])[CH3:1]. The reactants are [CH3:1]ON(C)C(=O)C=C.[CH2:9]([Mg]Cl)[CH2:10][CH2:11][CH3:12].[Cl-].[NH4+].C(OCC)(=O)C.[O:23]1[CH2:27][CH2:26][CH2:25][CH2:24]1. No catalyst specified. The yield is 0.470. (5) The reactants are [NH2:1][C:2]1[CH:6]=[C:5]([CH3:7])[S:4][C:3]=1[C:8]([O:10]C)=O.Cl.[C:13]([C:15]([O:17][CH3:18])=[O:16])#[N:14].[C:19]([O-])(O)=O.[Na+]. The catalyst is C(O)(=O)C. The product is [CH3:7][C:5]1[S:4][C:3]2[C:8](=[O:10])[NH:14][C:13]([C:15]([O:17][CH2:18][CH3:19])=[O:16])=[N:1][C:2]=2[CH:6]=1. The yield is 0.910. (6) The reactants are [C:1]1([CH:7]([C:29]2[CH:34]=[CH:33][CH:32]=[CH:31][CH:30]=2)[N:8]2[C:16]3[C:11](=[CH:12][CH:13]=[CH:14][CH:15]=3)[C:10]([OH:27])([C:17]3[C:25]([OH:26])=[CH:24][C:20]4[O:21][CH2:22][O:23][C:19]=4[CH:18]=3)[C:9]2=[O:28])[CH:6]=[CH:5][CH:4]=[CH:3][CH:2]=1.[CH2:35](Br)[C:36]1[CH:41]=[CH:40][CH:39]=[CH:38][CH:37]=1.C(=O)([O-])[O-].[K+].[K+]. The catalyst is CN(C)C=O. The product is [CH2:35]([O:26][C:25]1[C:17]([C:10]2([OH:27])[C:11]3[C:16](=[CH:15][CH:14]=[CH:13][CH:12]=3)[N:8]([CH:7]([C:1]3[CH:2]=[CH:3][CH:4]=[CH:5][CH:6]=3)[C:29]3[CH:30]=[CH:31][CH:32]=[CH:33][CH:34]=3)[C:9]2=[O:28])=[CH:18][C:19]2[O:23][CH2:22][O:21][C:20]=2[CH:24]=1)[C:36]1[CH:41]=[CH:40][CH:39]=[CH:38][CH:37]=1. The yield is 0.830. (7) The reactants are [C:1]([O:5][C:6]([N:8]1[CH2:12][C@@H:11]([OH:13])[C@H:10](Br)[CH2:9]1)=[O:7])([CH3:4])([CH3:3])[CH3:2].[CH2:15]([NH2:22])[C:16]1[CH:21]=[CH:20][CH:19]=[CH:18][CH:17]=1. The catalyst is [OH-].[Na+]. The product is [C:1]([O:5][C:6]([N:8]1[CH2:12][C@@H:11]([OH:13])[C@H:10]([NH:22][CH2:15][C:16]2[CH:21]=[CH:20][CH:19]=[CH:18][CH:17]=2)[CH2:9]1)=[O:7])([CH3:4])([CH3:3])[CH3:2]. The yield is 0.630.